From a dataset of Catalyst prediction with 721,799 reactions and 888 catalyst types from USPTO. Predict which catalyst facilitates the given reaction. Reactant: [CH:1]1[C:2]([CH2:10][C@@H:11]([NH2:28])[CH2:12][C:13]([N:15]2[CH2:27][C:19]3=[N:20][N:21]=[C:22]([C:23]([F:26])([F:25])[F:24])[N:18]3[CH2:17][CH2:16]2)=[O:14])=[C:3]([F:9])[CH:4]=[C:5]([F:8])[C:6]=1[F:7].[OH:29][S:30]([OH:33])(=[O:32])=[O:31]. Product: [CH:1]1[C:2]([CH2:10][C@@H:11]([NH2:28])[CH2:12][C:13]([N:15]2[CH2:27][C:19]3=[N:20][N:21]=[C:22]([C:23]([F:26])([F:25])[F:24])[N:18]3[CH2:17][CH2:16]2)=[O:14])=[C:3]([F:9])[CH:4]=[C:5]([F:8])[C:6]=1[F:7].[S:30]([O-:33])([O-:32])(=[O:31])=[O:29]. The catalyst class is: 40.